This data is from Reaction yield outcomes from USPTO patents with 853,638 reactions. The task is: Predict the reaction yield, written as a fraction of the theoretical maximum amount of product (1.0 means a 100% yield; for example, 0.34 means a 34% yield). (1) The reactants are Br[C:2]1[C:3]2[C:4]3[CH:17]=[CH:16][S:15][C:5]=3[C:6](=[O:14])[NH:7][C:8]=2[CH:9]=[CH:10][C:11]=1[O:12][CH3:13].CC1(C)C(C)(C)OB([C:26]2[CH:31]=[CH:30][C:29]([C@@H:32]([CH3:42])[CH2:33][NH:34][C:35](=[O:41])[O:36][C:37]([CH3:40])([CH3:39])[CH3:38])=[CH:28][CH:27]=2)O1. No catalyst specified. The product is [CH3:13][O:12][C:11]1[CH:10]=[CH:9][C:8]2[NH:7][C:6](=[O:14])[C:5]3[S:15][CH:16]=[CH:17][C:4]=3[C:3]=2[C:2]=1[C:26]1[CH:27]=[CH:28][C:29]([C@@H:32]([CH3:42])[CH2:33][NH:34][C:35](=[O:41])[O:36][C:37]([CH3:39])([CH3:38])[CH3:40])=[CH:30][CH:31]=1. The yield is 0.480. (2) The reactants are [NH2:1][C:2]1[C:11]2[C:6](=[C:7](Br)[CH:8]=[CH:9][CH:10]=2)[N:5]=[N:4][C:3]=1[C:13]([NH:15][CH2:16][CH2:17][CH3:18])=[O:14].[CH3:19][O:20][C:21]1[CH:26]=[CH:25][C:24]([Cl:27])=[CH:23][C:22]=1B(O)O. No catalyst specified. The product is [NH2:1][C:2]1[C:11]2[C:6](=[C:7]([C:26]3[CH:25]=[C:24]([Cl:27])[CH:23]=[CH:22][C:21]=3[O:20][CH3:19])[CH:8]=[CH:9][CH:10]=2)[N:5]=[N:4][C:3]=1[C:13]([NH:15][CH2:16][CH2:17][CH3:18])=[O:14]. The yield is 0.770. (3) The reactants are [CH:1]1([CH2:7][CH2:8][N:9]2[C:14](=[O:15])[CH:13]=[C:12]([CH3:16])[N:11]=[C:10]2[C:17]2[CH:22]=[CH:21][CH:20]=[C:19]([F:23])[C:18]=2[O:24][CH2:25][C:26]2[CH:31]=[CH:30][CH:29]=[CH:28][CH:27]=2)[CH2:6][CH2:5][CH2:4][CH2:3][CH2:2]1.[Br:32]Br.C(OCC)(=O)C. The catalyst is C(O)(=O)C. The product is [Br:32][C:13]1[C:14](=[O:15])[N:9]([CH2:8][CH2:7][CH:1]2[CH2:6][CH2:5][CH2:4][CH2:3][CH2:2]2)[C:10]([C:17]2[CH:22]=[CH:21][CH:20]=[C:19]([F:23])[C:18]=2[O:24][CH2:25][C:26]2[CH:31]=[CH:30][CH:29]=[CH:28][CH:27]=2)=[N:11][C:12]=1[CH3:16]. The yield is 0.930. (4) The reactants are [CH2:1]([O:3][CH:4]([O:7][CH2:8][CH3:9])[CH2:5][NH2:6])[CH3:2].[C:10]1([CH2:16][CH2:17][CH2:18]Br)[CH:15]=[CH:14][CH:13]=[CH:12][CH:11]=1. No catalyst specified. The product is [CH2:1]([O:3][CH:4]([O:7][CH2:8][CH3:9])[CH2:5][NH:6][CH2:18][CH2:17][CH2:16][C:10]1[CH:15]=[CH:14][CH:13]=[CH:12][CH:11]=1)[CH3:2]. The yield is 0.270. (5) The catalyst is CN(C1C=CN=CC=1)C.C(Cl)Cl. The product is [F:1][C:2]1[CH:3]=[C:4]([CH:35]=[CH:36][CH:37]=1)[CH2:5][N:6]1[C:14]2[C:9](=[CH:10][C:11]([NH:15][C:16]3[C:21]4=[C:22]([CH2:25][N:26]5[CH2:31][CH2:30][CH:29]([C:32]([N:42]6[CH2:47][CH2:46][NH:45][CH2:44][CH2:43]6)=[O:33])[CH2:28][CH2:27]5)[CH:23]=[CH:24][N:20]4[N:19]=[CH:18][N:17]=3)=[CH:12][CH:13]=2)[CH:8]=[N:7]1. The reactants are [F:1][C:2]1[CH:3]=[C:4]([CH:35]=[CH:36][CH:37]=1)[CH2:5][N:6]1[C:14]2[C:9](=[CH:10][C:11]([NH:15][C:16]3[C:21]4=[C:22]([CH2:25][N:26]5[CH2:31][CH2:30][CH:29]([C:32](O)=[O:33])[CH2:28][CH2:27]5)[CH:23]=[CH:24][N:20]4[N:19]=[CH:18][N:17]=3)=[CH:12][CH:13]=2)[CH:8]=[N:7]1.C(Cl)CCl.[NH:42]1[CH2:47][CH2:46][NH:45][CH2:44][CH2:43]1. The yield is 0.130. (6) The reactants are Cl[CH2:2][C:3]1[CH:4]=[CH:5][C:6]([C:9]2[S:17][C:16]3[C:11](=[N:12][CH:13]=[CH:14][C:15]=3[O:18][C:19]3[CH:24]=[CH:23][C:22]([N+:25]([O-:27])=[O:26])=[CH:21][C:20]=3[F:28])[CH:10]=2)=[N:7][CH:8]=1.C([O-])([O-])=O.[Cs+].[Cs+].[C:35]1(=[O:41])[NH:39][C:38](=[O:40])[CH2:37][CH2:36]1.O. The catalyst is CN(C=O)C. The product is [F:28][C:20]1[CH:21]=[C:22]([N+:25]([O-:27])=[O:26])[CH:23]=[CH:24][C:19]=1[O:18][C:15]1[CH:14]=[CH:13][N:12]=[C:11]2[CH:10]=[C:9]([C:6]3[N:7]=[CH:8][C:3]([CH2:2][N:39]4[C:35](=[O:41])[CH2:36][CH2:37][C:38]4=[O:40])=[CH:4][CH:5]=3)[S:17][C:16]=12. The yield is 0.430.